Dataset: Full USPTO retrosynthesis dataset with 1.9M reactions from patents (1976-2016). Task: Predict the reactants needed to synthesize the given product. (1) Given the product [ClH:1].[CH2:28]([N:30]([CH3:31])[C:2]1[N:7]=[C:6]([CH3:8])[N:5]=[C:4]([NH:9][C@@H:10]2[CH2:15][CH2:14][C@H:13]([NH:16][C:17](=[O:27])[C:18]3[CH:23]=[C:22]([F:24])[C:21]([F:25])=[C:20]([F:26])[CH:19]=3)[CH2:12][CH2:11]2)[CH:3]=1)[CH3:29], predict the reactants needed to synthesize it. The reactants are: [Cl:1][C:2]1[N:7]=[C:6]([CH3:8])[N:5]=[C:4]([NH:9][C@@H:10]2[CH2:15][CH2:14][C@H:13]([NH:16][C:17](=[O:27])[C:18]3[CH:23]=[C:22]([F:24])[C:21]([F:25])=[C:20]([F:26])[CH:19]=3)[CH2:12][CH2:11]2)[CH:3]=1.[CH2:28]([NH:30][CH3:31])[CH3:29]. (2) Given the product [CH:8](=[N:7][S:5]([C:2]([CH3:4])([CH3:3])[CH3:1])=[O:6])[CH3:9], predict the reactants needed to synthesize it. The reactants are: [CH3:1][C:2]([S@@:5]([NH2:7])=[O:6])([CH3:4])[CH3:3].[CH:8](=O)[CH3:9]. (3) Given the product [C:52]([O:55][CH2:56][C:57]1[C:58]([N:72]2[CH2:83][CH2:82][N:81]3[C:74](=[CH:75][C:76]4[CH2:77][C:78]([CH3:85])([CH3:84])[CH2:79][C:80]=43)[C:73]2=[O:86])=[N:59][CH:60]=[CH:61][C:62]=1[C:63]1[CH:68]=[C:67]([NH:9][C:6]2[CH:5]=[C:4]([CH:1]3[CH2:3][CH2:2]3)[O:8][N:7]=2)[C:66](=[O:70])[N:65]([CH3:71])[CH:64]=1)(=[O:54])[CH3:53], predict the reactants needed to synthesize it. The reactants are: [CH:1]1([C:4]2[O:8][N:7]=[C:6]([NH2:9])[CH:5]=2)[CH2:3][CH2:2]1.CC1(C)C2C(=C(P(C3C=CC=CC=3)C3C=CC=CC=3)C=CC=2)OC2C(P(C3C=CC=CC=3)C3C=CC=CC=3)=CC=CC1=2.[C:52]([O:55][CH2:56][C:57]1[C:58]([N:72]2[CH2:83][CH2:82][N:81]3[C:74](=[CH:75][C:76]4[CH2:77][C:78]([CH3:85])([CH3:84])[CH2:79][C:80]=43)[C:73]2=[O:86])=[N:59][CH:60]=[CH:61][C:62]=1[C:63]1[CH:68]=[C:67](Br)[C:66](=[O:70])[N:65]([CH3:71])[CH:64]=1)(=[O:54])[CH3:53].C([O-])([O-])=O.[Cs+].[Cs+]. (4) Given the product [NH2:21][C:22]1[CH:27]=[CH:26][CH:25]=[CH:24][C:23]=1[C:28]#[C:29][C:30]1[C:31]([O:40][CH3:41])=[CH:32][C:33]([O:38][CH3:39])=[C:34](/[CH:35]=[CH:2]/[C:1]([C:4]2[CH:9]=[CH:8][C:7]([S:10]([NH:13][CH2:14][C:15]([OH:17])=[O:16])(=[O:12])=[O:11])=[CH:6][CH:5]=2)=[O:3])[CH:37]=1, predict the reactants needed to synthesize it. The reactants are: [C:1]([C:4]1[CH:9]=[CH:8][C:7]([S:10]([NH:13][CH2:14][C:15]([OH:17])=[O:16])(=[O:12])=[O:11])=[CH:6][CH:5]=1)(=[O:3])[CH3:2].C[O-].[Li+].[NH2:21][C:22]1[CH:27]=[CH:26][CH:25]=[CH:24][C:23]=1[C:28]#[C:29][C:30]1[C:31]([O:40][CH3:41])=[CH:32][C:33]([O:38][CH3:39])=[C:34]([CH:37]=1)[CH:35]=O. (5) Given the product [CH2:1]([N:3]([CH2:11][CH2:12][C:13]1[N:14]([CH3:26])[C:15]2[C:20]([CH:21]=1)=[CH:19][C:18]1[C:22](=[O:23])[CH2:27][CH2:28][CH:25]=[CH:24][C:17]=1[CH:16]=2)[C:4](=[O:10])[O:5][C:6]([CH3:9])([CH3:8])[CH3:7])[CH3:2], predict the reactants needed to synthesize it. The reactants are: [CH2:1]([N:3]([CH2:11][CH2:12][C:13]1[N:14]([CH3:26])[C:15]2[C:20]([CH:21]=1)=[CH:19][C:18]([CH:22]=[O:23])=[C:17]([CH:24]=[CH2:25])[CH:16]=2)[C:4](=[O:10])[O:5][C:6]([CH3:9])([CH3:8])[CH3:7])[CH3:2].[CH2:27]([Mg]Br)[CH2:28]C=C.C[N+]1([O-])CCOCC1. (6) Given the product [CH3:6][O:5][C:3](=[O:4])[CH:2]([C:7]1[C:8]([Cl:13])=[N:9][CH:10]=[CH:11][CH:12]=1)[N:24]1[CH2:23][CH2:22][N:21]2[CH2:25][CH2:26][CH2:27][C@@H:20]2[CH2:19]1, predict the reactants needed to synthesize it. The reactants are: Br[CH:2]([C:7]1[C:8]([Cl:13])=[N:9][CH:10]=[CH:11][CH:12]=1)[C:3]([O:5][CH3:6])=[O:4].C(=O)(O)[O-].[Na+].[CH2:19]1[NH:24][CH2:23][CH2:22][N:21]2[CH2:25][CH2:26][CH2:27][C@H:20]12. (7) Given the product [CH:2]([C:3]1[CH:4]=[C:5]([S:9]([NH:12][C:13]2[CH:18]=[CH:17][CH:16]=[CH:15][CH:14]=2)(=[O:11])=[O:10])[CH:6]=[CH:7][CH:8]=1)=[O:1], predict the reactants needed to synthesize it. The reactants are: [OH:1][CH2:2][C:3]1[CH:4]=[C:5]([S:9]([NH:12][C:13]2[CH:18]=[CH:17][CH:16]=[CH:15][CH:14]=2)(=[O:11])=[O:10])[CH:6]=[CH:7][CH:8]=1. (8) Given the product [Br:64][C:65]1[CH:66]=[CH:67][C:68]([C@@:71]([OH:22])([CH:73]([F:74])[F:75])[CH2:72][OH:82])=[CH:69][CH:70]=1, predict the reactants needed to synthesize it. The reactants are: CC[C@H]1[C@H]2C[C@H]([C@H](OC3C4C(=CC=CC=4)C(O[C@H](C4C=CN=C5C=4C=C(OC)C=C5)[C@@H]4N5C[C@H](CC)[C@@H](CC5)C4)=NN=3)C3C=CN=C4C=3C=C([O:22]C)C=C4)N(CC2)C1.C(O)(C)(C)C.[Br:64][C:65]1[CH:70]=[CH:69][C:68]([C:71]([CH:73]([F:75])[F:74])=[CH2:72])=[CH:67][CH:66]=1.S([O-])([O-])=O.[Na+].[Na+].[OH2:82]. (9) The reactants are: [Br:1][C:2]1[CH:3]=[C:4]([OH:8])[CH:5]=[CH:6][CH:7]=1.C(=O)([O-])[O-].[Cs+].[Cs+].Br[CH2:16][CH2:17][OH:18]. Given the product [Br:1][C:2]1[CH:3]=[C:4]([CH:5]=[CH:6][CH:7]=1)[O:8][CH2:16][CH2:17][OH:18], predict the reactants needed to synthesize it.